This data is from Forward reaction prediction with 1.9M reactions from USPTO patents (1976-2016). The task is: Predict the product of the given reaction. (1) Given the reactants C(O[C:4](=[O:20])[C:5](=[CH:11][NH:12][C:13]1[CH:18]=[CH:17][C:16]([Br:19])=[CH:15][CH:14]=1)[C:6]([O:8][CH2:9][CH3:10])=[O:7])C.C1(OC2C=CC=CC=2)C=CC=CC=1, predict the reaction product. The product is: [CH2:9]([O:8][C:6]([C:5]1[CH:11]=[N:12][C:13]2[C:14]([C:4]=1[OH:20])=[CH:15][C:16]([Br:19])=[CH:17][CH:18]=2)=[O:7])[CH3:10]. (2) Given the reactants [H-].[Na+].[C:3]([O:7][C:8](=[O:26])[NH:9][C@@H:10]([CH3:25])[CH2:11][C:12]1[C:20]2[CH:19]=[C:18]([OH:21])[CH:17]=[CH:16][C:15]=2[N:14]2[CH2:22][CH2:23][CH2:24][C:13]=12)([CH3:6])([CH3:5])[CH3:4].[CH3:27][O:28][C:29](=[O:32])[CH2:30]Br.O, predict the reaction product. The product is: [CH3:27][O:28][C:29](=[O:32])[CH2:30][O:21][C:18]1[CH:17]=[CH:16][C:15]2[N:14]3[CH2:22][CH2:23][CH2:24][C:13]3=[C:12]([CH2:11][C@@H:10]([NH:9][C:8]([O:7][C:3]([CH3:6])([CH3:4])[CH3:5])=[O:26])[CH3:25])[C:20]=2[CH:19]=1. (3) The product is: [CH2:1]([N:8]1[CH2:13][CH2:12][N:11]([C:14]2[CH:19]=[CH:18][CH:17]=[C:16]3[C:15]=2[CH:21]=[N:24][NH:25]3)[CH2:10][CH2:9]1)[C:2]1[CH:7]=[CH:6][CH:5]=[CH:4][CH:3]=1. Given the reactants [CH2:1]([N:8]1[CH2:13][CH2:12][N:11]([C:14]2[CH:19]=[CH:18][CH:17]=[C:16](F)[C:15]=2[C:21](O)=O)[CH2:10][CH2:9]1)[C:2]1[CH:7]=[CH:6][CH:5]=[CH:4][CH:3]=1.[NH2:24][NH2:25], predict the reaction product.